From a dataset of Reaction yield outcomes from USPTO patents with 853,638 reactions. Predict the reaction yield, written as a fraction of the theoretical maximum amount of product (1.0 means a 100% yield; for example, 0.34 means a 34% yield). The catalyst is C1COCC1.C(N(CC)CC)C. The yield is 0.640. The product is [C:8]([C:4]1[CH:3]=[C:2]([NH:1][C:28]([NH:27][C:23]2[CH:24]=[CH:25][CH:26]=[C:21]([C:20]#[C:19][C:16]3[CH:15]=[N:14][C:13]([Cl:12])=[N:18][CH:17]=3)[CH:22]=2)=[O:29])[N:6]([CH3:7])[N:5]=1)([CH3:11])([CH3:10])[CH3:9]. The reactants are [NH2:1][C:2]1[N:6]([CH3:7])[N:5]=[C:4]([C:8]([CH3:11])([CH3:10])[CH3:9])[CH:3]=1.[Cl:12][C:13]1[N:18]=[CH:17][C:16]([C:19]#[C:20][C:21]2[CH:22]=[C:23]([NH:27][C:28](=O)[O:29]C3C=CC=CC=3)[CH:24]=[CH:25][CH:26]=2)=[CH:15][N:14]=1.